Dataset: Reaction yield outcomes from USPTO patents with 853,638 reactions. Task: Predict the reaction yield, written as a fraction of the theoretical maximum amount of product (1.0 means a 100% yield; for example, 0.34 means a 34% yield). (1) The reactants are C(OC([N:8]([CH2:16][CH:17]=[CH2:18])/[N:9]=[CH:10]/[C:11]([O:13][CH2:14][CH3:15])=[O:12])=O)(C)(C)C.FC(F)(F)C(O)=O. The catalyst is ClCCl. The product is [CH2:16]([NH:8]/[N:9]=[CH:10]/[C:11]([O:13][CH2:14][CH3:15])=[O:12])[CH:17]=[CH2:18]. The yield is 0.350. (2) The reactants are Br[CH2:2][CH2:3][CH2:4][C:5]1[C:29]([O:30][CH3:31])=[CH:28][C:8]2[C@@H:9]([C:22]3[CH:27]=[CH:26][CH:25]=[CH:24][CH:23]=3)[NH:10][C@@:11]([CH2:18][CH2:19][CH2:20][CH3:21])([CH2:16][CH3:17])[CH2:12][S:13](=[O:15])(=[O:14])[C:7]=2[CH:6]=1.[S:32]([O-:35])([O-:34])=[O:33].[Na+].[Na+]. The catalyst is CCO.O. The product is [CH2:18]([C@@:11]1([CH2:16][CH3:17])[NH:10][C@H:9]([C:22]2[CH:23]=[CH:24][CH:25]=[CH:26][CH:27]=2)[C:8]2[CH:28]=[C:29]([O:30][CH3:31])[C:5]([CH2:4][CH2:3][CH2:2][S:32]([OH:35])(=[O:34])=[O:33])=[CH:6][C:7]=2[S:13](=[O:15])(=[O:14])[CH2:12]1)[CH2:19][CH2:20][CH3:21]. The yield is 0.380. (3) The reactants are Br[CH2:2][C:3]([O:5][CH3:6])=[O:4].[CH2:7]([NH2:14])[C:8]1[CH:13]=[CH:12][CH:11]=[CH:10][CH:9]=1. The catalyst is C(Cl)Cl. The product is [CH3:6][O:5][C:3](=[O:4])[CH2:2][NH:14][CH2:7][C:8]1[CH:13]=[CH:12][CH:11]=[CH:10][CH:9]=1. The yield is 0.860. (4) The reactants are [CH3:1][Mg+].[Br-].[F:4][C:5]1[CH:10]=[C:9]([I:11])[CH:8]=[CH:7][C:6]=1[N:12]1[CH:17]=[C:16]([O:18][CH3:19])[C:15](=[O:20])[C:14]([C:21](N(OC)C)=[O:22])=[N:13]1. The catalyst is C1COCC1. The product is [C:21]([C:14]1[C:15](=[O:20])[C:16]([O:18][CH3:19])=[CH:17][N:12]([C:6]2[CH:7]=[CH:8][C:9]([I:11])=[CH:10][C:5]=2[F:4])[N:13]=1)(=[O:22])[CH3:1]. The yield is 0.230. (5) The reactants are [CH2:1]([Si:4]([CH3:18])([CH3:17])[C:5]1[CH:10]=[CH:9][C:8]([C:11]#[C:12][Si](C)(C)C)=[CH:7][CH:6]=1)[CH:2]=[CH2:3].[OH-].[K+].Cl. The catalyst is CO. The product is [CH2:1]([Si:4]([C:5]1[CH:10]=[CH:9][C:8]([C:11]#[CH:12])=[CH:7][CH:6]=1)([CH3:18])[CH3:17])[CH:2]=[CH2:3]. The yield is 0.900. (6) The reactants are [Br:1][C:2]1[CH:3]=[C:4]([N:8]2[C:16]3[CH:15]=[C:14]([O:17][CH3:18])[N:13]=[CH:12][C:11]=3[C:10]([C:19]([OH:21])=O)=[N:9]2)[CH:5]=[CH:6][CH:7]=1.[Cl-].[NH4+:23]. No catalyst specified. The product is [Br:1][C:2]1[CH:3]=[C:4]([N:8]2[C:16]3[CH:15]=[C:14]([O:17][CH3:18])[N:13]=[CH:12][C:11]=3[C:10]([C:19]([NH2:23])=[O:21])=[N:9]2)[CH:5]=[CH:6][CH:7]=1. The yield is 0.960. (7) The reactants are CON(C)[C:4]([CH:6]1[CH2:11][CH2:10][N:9]([C:12]([O:14][C:15]([CH3:18])([CH3:17])[CH3:16])=[O:13])[CH2:8][CH2:7]1)=[O:5].C([Li])CCC.[Br:25][C:26]1[CH:31]=[CH:30][C:29]([F:32])=[CH:28][CH:27]=1.[Cl-].[NH4+]. The catalyst is O1CCCC1.O. The product is [Br:25][C:26]1[CH:27]=[CH:28][C:29]([F:32])=[C:30]([CH:31]=1)[C:4]([CH:6]1[CH2:7][CH2:8][N:9]([C:12]([O:14][C:15]([CH3:16])([CH3:17])[CH3:18])=[O:13])[CH2:10][CH2:11]1)=[O:5]. The yield is 0.620. (8) The reactants are [CH3:1][CH:2]1[CH2:6][CH2:5][C:4](=O)[C@@H:3]1[C:8]([O:10][CH2:11][CH3:12])=[O:9].C([O-])(=O)C.[NH4+:17]. The catalyst is CO. The product is [NH2:17][C:4]1[CH2:5][CH2:6][C@@H:2]([CH3:1])[C:3]=1[C:8]([O:10][CH2:11][CH3:12])=[O:9]. The yield is 0.970.